Dataset: Forward reaction prediction with 1.9M reactions from USPTO patents (1976-2016). Task: Predict the product of the given reaction. (1) Given the reactants [C:1]([O:4][C@H:5]1[CH2:22][CH2:21][C@@:20]2([CH3:23])[C@@H:7]([CH2:8][CH2:9][C@:10]3([CH3:34])[C@@H:19]2[CH2:18][CH2:17][C@H:16]2[C@@:11]3([CH3:33])[CH2:12][CH2:13][C@@:14]3([C:30](O)=[O:31])[CH2:26][CH2:25][C@@H:24]([C:27]([CH3:29])=[CH2:28])[C@@H:15]32)[C:6]1([CH3:36])[CH3:35])(=[O:3])[CH3:2].C(Cl)(C(Cl)=O)=O.[NH2:43][C@H:44]1[CH2:47][C@@H:46]([C:48]([N:50]2[CH2:55][CH2:54][O:53][CH2:52][CH2:51]2)=[O:49])[C:45]1([CH3:57])[CH3:56].CCN(CC)CC, predict the reaction product. The product is: [C:1]([O:4][C@H:5]1[CH2:22][CH2:21][C@@:20]2([CH3:23])[C@@H:7]([CH2:8][CH2:9][C@:10]3([CH3:34])[C@@H:19]2[CH2:18][CH2:17][C@H:16]2[C@@:11]3([CH3:33])[CH2:12][CH2:13][C@@:14]3([C:30](=[O:31])[NH:43][C@H:44]4[CH2:47][C@@H:46]([C:48]([N:50]5[CH2:55][CH2:54][O:53][CH2:52][CH2:51]5)=[O:49])[C:45]4([CH3:57])[CH3:56])[CH2:26][CH2:25][C@@H:24]([C:27]([CH3:29])=[CH2:28])[C@@H:15]32)[C:6]1([CH3:36])[CH3:35])(=[O:3])[CH3:2]. (2) Given the reactants [F:1][C:2]([F:33])([F:32])S(O[C:7]1[CH:31]=[CH:30][C:10]2[CH2:11][C@@H:12]3[C@@H:17]([C:18]4([C:22](=[O:23])[N:21]([CH3:24])[C:20](/[N:25]=C/N(C)C)=[N:19]4)[C:9]=2[CH:8]=1)[CH2:16][O:15][CH2:14][CH2:13]3)(=O)=O.[Cl:34][C:35]1[CH:36]=[C:37](B(O)O)[CH:38]=[N:39][CH:40]=1.[C:44]([O-])([O-:46])=[O:45].[Na+].[Na+].O1CCOCC1, predict the reaction product. The product is: [F:33][C:2]([F:1])([F:32])[C:44]([OH:46])=[O:45].[NH2:25][C:20]1[N:21]([CH3:24])[C:22](=[O:23])[C:18]2([C@@H:17]3[C@H:12]([CH2:13][CH2:14][O:15][CH2:16]3)[CH2:11][C:10]3[CH:30]=[CH:31][C:7]([C:37]4[CH:38]=[N:39][CH:40]=[C:35]([Cl:34])[CH:36]=4)=[CH:8][C:9]2=3)[N:19]=1. (3) Given the reactants [C:1](Cl)(=[O:3])[CH3:2].[CH3:5][O:6][C:7]1[C:12]([NH2:13])=[CH:11][C:10]([CH2:14][S:15](/[CH:18]=[CH:19]/[C:20]2[C:25]([O:26][CH3:27])=[CH:24][C:23]([O:28][CH3:29])=[CH:22][C:21]=2[O:30][CH3:31])(=[O:17])=[O:16])=[CH:9][N:8]=1, predict the reaction product. The product is: [CH3:5][O:6][C:7]1[C:12]([NH:13][C:1](=[O:3])[CH3:2])=[CH:11][C:10]([CH2:14][S:15](/[CH:18]=[CH:19]/[C:20]2[C:25]([O:26][CH3:27])=[CH:24][C:23]([O:28][CH3:29])=[CH:22][C:21]=2[O:30][CH3:31])(=[O:17])=[O:16])=[CH:9][N:8]=1. (4) Given the reactants [CH3:1][CH:2]([SH:6])[C:3]([O-:5])=[O:4].[Cl:7][C:8]1[C:9](F)=[C:10]([CH:13]=[CH:14][CH:15]=1)C=O.[CH3:17]N(C)C=O, predict the reaction product. The product is: [Cl:7][C:8]1[C:9]2[S:6][C:2]([C:3]([O:5][CH3:17])=[O:4])=[CH:1][C:10]=2[CH:13]=[CH:14][CH:15]=1. (5) The product is: [C:2]1([CH2:1][O:8][C:9]2[CH:10]=[C:11]3[C:15](=[CH:16][CH:17]=2)[N:14]([C:23]([O:22][C:18]([CH3:21])([CH3:20])[CH3:19])=[O:24])[CH:13]=[CH:12]3)[CH:3]=[CH:4][CH:5]=[CH:6][CH:7]=1. Given the reactants [CH2:1]([O:8][C:9]1[CH:10]=[C:11]2[C:15](=[CH:16][CH:17]=1)[NH:14][CH:13]=[CH:12]2)[C:2]1[CH:7]=[CH:6][CH:5]=[CH:4][CH:3]=1.[C:18]([O:22][C:23](O[C:23]([O:22][C:18]([CH3:21])([CH3:20])[CH3:19])=[O:24])=[O:24])([CH3:21])([CH3:20])[CH3:19], predict the reaction product.